From a dataset of Reaction yield outcomes from USPTO patents with 853,638 reactions. Predict the reaction yield, written as a fraction of the theoretical maximum amount of product (1.0 means a 100% yield; for example, 0.34 means a 34% yield). The reactants are [NH2:1][C:2]1[CH:3]=[C:4]([CH:19]=[CH:20][C:21]=1[CH3:22])[O:5][C:6]1[CH:7]=[CH:8][C:9]2[N:10]([CH:12]=[C:13]([NH:15][C:16](=[O:18])[CH3:17])[N:14]=2)[N:11]=1.[CH3:23][N:24]1[C:28]([C:29](Cl)=[O:30])=[CH:27][C:26]([CH3:32])=[N:25]1. The catalyst is CN(C)C(=O)C. The product is [C:16]([NH:15][C:13]1[N:14]=[C:9]2[CH:8]=[CH:7][C:6]([O:5][C:4]3[CH:19]=[CH:20][C:21]([CH3:22])=[C:2]([NH:1][C:29]([C:28]4[N:24]([CH3:23])[N:25]=[C:26]([CH3:32])[CH:27]=4)=[O:30])[CH:3]=3)=[N:11][N:10]2[CH:12]=1)(=[O:18])[CH3:17]. The yield is 0.770.